This data is from Reaction yield outcomes from USPTO patents with 853,638 reactions. The task is: Predict the reaction yield, written as a fraction of the theoretical maximum amount of product (1.0 means a 100% yield; for example, 0.34 means a 34% yield). (1) The reactants are [CH3:58][O:57][C:55](=[O:56])[NH:54][CH:47]([C:46](N1CCCC1C1NC(C2C=CC(C3C=CC(C4NC(C5CCCN5[C:46](=[O:59])[CH:47]([NH:54][C:55]([O:57][CH3:58])=[O:56])[CH2:48][CH2:49]C(F)(F)F)=NC=4)=CC=3)=CC=2)=CN=1)=[O:59])[CH2:48][CH2:49]C(F)(F)F.[CH3:61][O:62][C:63](=[O:108])[NH:64][CH:65]([C:74]([N:76]1[CH2:80][CH2:79][CH2:78][CH:77]1[C:81]1[NH:82][C:83]([C:86]2[CH:91]=[CH:90][C:89]([C:92]3[CH:97]=[CH:96][C:95]([C:98]4[NH:99][C:100]([CH:103]5[CH2:107][CH2:106][CH2:105][NH:104]5)=[N:101][CH:102]=4)=[CH:94][CH:93]=3)=[CH:88][CH:87]=2)=[CH:84][N:85]=1)=[O:75])[CH2:66][CH2:67][O:68][CH2:69][C:70]([F:73])([F:72])[F:71]. No catalyst specified. The product is [CH3:58][O:57][C:55](=[O:56])[NH:54][CH:47]([C:46]([N:104]1[CH2:105][CH2:106][CH2:107][CH:103]1[C:100]1[NH:99][C:98]([C:95]2[CH:96]=[CH:97][C:92]([C:89]3[CH:90]=[CH:91][C:86]([C:83]4[NH:82][C:81]([CH:77]5[CH2:78][CH2:79][CH2:80][N:76]5[C:74](=[O:75])[CH:65]([NH:64][C:63]([O:62][CH3:61])=[O:108])[CH2:66][CH2:67][O:68][CH2:69][C:70]([F:73])([F:71])[F:72])=[N:85][CH:84]=4)=[CH:87][CH:88]=3)=[CH:93][CH:94]=2)=[CH:102][N:101]=1)=[O:59])[CH2:48][CH2:49][O:68][CH2:69][C:70]([F:73])([F:72])[F:71]. The yield is 0.270. (2) The reactants are [F:1][C:2]1[CH:10]=[C:9]([F:11])[CH:8]=[CH:7][C:3]=1[C:4]([OH:6])=[O:5].[CH3:12][C:13](OC(OC(O[C:13]([CH3:15])([CH3:14])[CH3:12])=O)=O)([CH3:15])[CH3:14]. The catalyst is ClCCl.CC(O)(C)C. The product is [C:13]([O:5][C:4](=[O:6])[C:3]1[CH:7]=[CH:8][C:9]([F:11])=[CH:10][C:2]=1[F:1])([CH3:15])([CH3:14])[CH3:12]. The yield is 0.840. (3) The reactants are [CH3:1][CH:2]([O:4][C:5]1[CH:11]=[CH:10][CH:9]=[CH:8][C:6]=1[NH2:7])[CH3:3].P(=O)(O)(O)O.[N+]([O-])(O)=O.[N:21]([O-])=O.[Na+].C([O-])(=O)C.[K+].[C:30]([CH2:33][C:34](=[O:36])[CH3:35])(=[O:32])[CH3:31]. The catalyst is O.C(O)C. The product is [CH3:3][CH:2]([CH3:1])[O:4][C:5]1[CH:11]=[CH:10][CH:9]=[CH:8][C:6]=1[NH:7][N:21]=[C:33]([C:34](=[O:36])[CH3:35])[C:30](=[O:32])[CH3:31]. The yield is 0.300. (4) The reactants are Cl[CH2:2][CH2:3][N:4]1[CH:8]=[CH:7][N:6]([CH:9]([CH3:11])[CH3:10])[C:5]1=[O:12].Cl.[NH:14]1[CH2:19][CH2:18][CH:17]([CH2:20][OH:21])[CH2:16][CH2:15]1.C(N(CC)CC)C. The catalyst is CN(C=O)C. The product is [OH:21][CH2:20][CH:17]1[CH2:18][CH2:19][N:14]([CH2:2][CH2:3][N:4]2[CH:8]=[CH:7][N:6]([CH:9]([CH3:11])[CH3:10])[C:5]2=[O:12])[CH2:15][CH2:16]1. The yield is 0.430.